This data is from Catalyst prediction with 721,799 reactions and 888 catalyst types from USPTO. The task is: Predict which catalyst facilitates the given reaction. Reactant: [N+:1]([C:4]1[CH:9]=[CH:8][C:7]([N:10]2[CH2:15][CH2:14][NH:13][CH2:12][CH2:11]2)=[CH:6][CH:5]=1)([O-:3])=[O:2].C(=O)([O-])[O-].[K+].[K+].[C:22]([C:24]1[CH:25]=[C:26]([CH:29]=[CH:30][CH:31]=1)[CH2:27]Br)#[N:23]. Product: [C:22]([C:24]1[CH:25]=[C:26]([CH:29]=[CH:30][CH:31]=1)[CH2:27][N:13]1[CH2:14][CH2:15][N:10]([C:7]2[CH:6]=[CH:5][C:4]([N+:1]([O-:3])=[O:2])=[CH:9][CH:8]=2)[CH2:11][CH2:12]1)#[N:23]. The catalyst class is: 21.